This data is from Full USPTO retrosynthesis dataset with 1.9M reactions from patents (1976-2016). The task is: Predict the reactants needed to synthesize the given product. Given the product [CH:1]1([CH:7]([NH:21][C:22]2[CH:23]=[CH:24][C:25]([C:26]([NH:32][CH2:33][CH2:34][C:35]([OH:37])=[O:36])=[O:28])=[CH:29][CH:30]=2)[C:8]2[CH:12]=[C:11]([CH:13]3[CH2:14][CH2:15][O:16][CH2:17][CH2:18]3)[S:10][C:9]=2[CH2:19][CH3:20])[CH2:6][CH2:5][CH2:4][CH2:3][CH2:2]1, predict the reactants needed to synthesize it. The reactants are: [CH:1]1([CH:7]([NH:21][C:22]2[CH:30]=[CH:29][C:25]([C:26]([OH:28])=O)=[CH:24][CH:23]=2)[C:8]2[CH:12]=[C:11]([CH:13]3[CH2:18][CH2:17][O:16][CH2:15][CH2:14]3)[S:10][C:9]=2[CH2:19][CH3:20])[CH2:6][CH2:5][CH2:4][CH2:3][CH2:2]1.Cl.[NH2:32][CH2:33][CH2:34][C:35]([O:37]CC)=[O:36].O.ON1C2C=CC=CC=2N=N1.Cl.C(N=C=NCCCN(C)C)C.[Cl-].[NH4+].[OH-].[Na+].